This data is from Catalyst prediction with 721,799 reactions and 888 catalyst types from USPTO. The task is: Predict which catalyst facilitates the given reaction. (1) The catalyst class is: 731. Product: [I:1][C:2]1[CH:3]=[N:4][N:5]([CH2:7][CH:8]([CH2:13][C:14]([OH:16])=[O:15])[C:9]([OH:11])=[O:10])[CH:6]=1. Reactant: [I:1][C:2]1[CH:3]=[N:4][N:5]([CH2:7][CH:8]([CH2:13][C:14]([O:16]C)=[O:15])[C:9]([O:11]C)=[O:10])[CH:6]=1.[OH-].[Li+]. (2) Product: [CH3:1][O:2][C:3]1[CH:8]=[CH:7][C:6]([CH2:9][C@H:10]([NH:21][C:22](=[O:37])[C@H:23]([NH:25][C:26]([C@H:28]2[CH2:36][CH2:35][C:34]3[NH:33][N:32]=[CH:31][C:30]=3[CH2:29]2)=[O:27])[CH3:24])[C:11]([OH:13])=[O:12])=[CH:5][CH:4]=1. Reactant: [CH3:1][O:2][C:3]1[CH:8]=[CH:7][C:6]([CH2:9][C@H:10]([NH:21][C:22](=[O:37])[C@H:23]([NH:25][C:26]([C@@H:28]2[CH2:36][CH2:35][C:34]3[NH:33][N:32]=[CH:31][C:30]=3[CH2:29]2)=[O:27])[CH3:24])[C:11]([O:13]CC2C=CC=CC=2)=[O:12])=[CH:5][CH:4]=1. The catalyst class is: 19.